This data is from TCR-epitope binding with 47,182 pairs between 192 epitopes and 23,139 TCRs. The task is: Binary Classification. Given a T-cell receptor sequence (or CDR3 region) and an epitope sequence, predict whether binding occurs between them. (1) The epitope is IVTDFSVIK. The TCR CDR3 sequence is CASSARDRGIGGYTF. Result: 1 (the TCR binds to the epitope). (2) The TCR CDR3 sequence is CASSREGPPDTEAFF. Result: 0 (the TCR does not bind to the epitope). The epitope is RLRPGGKKK. (3) The epitope is FLYNLLTRV. The TCR CDR3 sequence is CASSLARGRIYEQYF. Result: 0 (the TCR does not bind to the epitope). (4) The epitope is KAYNVTQAF. The TCR CDR3 sequence is CASSLGGETQYF. Result: 1 (the TCR binds to the epitope). (5) The epitope is FTISVTTEIL. The TCR CDR3 sequence is CAWSVSASEQFF. Result: 0 (the TCR does not bind to the epitope). (6) The epitope is SEPVLKGVKL. The TCR CDR3 sequence is CASSSFGPSNQPQHF. Result: 0 (the TCR does not bind to the epitope). (7) The epitope is AYILFTRFFYV. The TCR CDR3 sequence is CASTPGQPYNEQFF. Result: 1 (the TCR binds to the epitope). (8) The epitope is FIAGLIAIV. The TCR CDR3 sequence is CASSLGVRETQYF. Result: 1 (the TCR binds to the epitope). (9) The epitope is EPLPQGQLTAY. The TCR CDR3 sequence is CASSPGEGANIQYF. Result: 0 (the TCR does not bind to the epitope). (10) The epitope is GTSGSPIVNR. The TCR CDR3 sequence is CASSYGTEQPQHF. Result: 1 (the TCR binds to the epitope).